Task: Predict the product of the given reaction.. Dataset: Forward reaction prediction with 1.9M reactions from USPTO patents (1976-2016) (1) Given the reactants [Br:1][C:2]1[CH:3]=[CH:4][C:5]2[O:9][C:8]([C:10](=[O:12])[NH2:11])=[C:7]([NH:13][C:14]([C:16]3[CH:17]=[C:18]([NH:23]C(=O)OC(C)(C)C)[CH:19]=[CH:20][C:21]=3[Cl:22])=O)[C:6]=2[CH:31]=1.[OH-].[K+].Cl, predict the reaction product. The product is: [NH2:23][C:18]1[CH:19]=[CH:20][C:21]([Cl:22])=[C:16]([C:14]2[NH:11][C:10](=[O:12])[C:8]3[O:9][C:5]4[CH:4]=[CH:3][C:2]([Br:1])=[CH:31][C:6]=4[C:7]=3[N:13]=2)[CH:17]=1. (2) Given the reactants [O:1]1[C:6]2([CH2:12][CH2:11][CH2:10][NH:9][CH2:8][CH2:7]2)[CH2:5][S:4][C:3]2[C:13](=[O:22])[C:14](=[O:21])[C:15]3[C:20]([C:2]1=2)=[CH:19][CH:18]=[CH:17][CH:16]=3.[Cl:23][C:24]1[CH:25]=[C:26]([CH:30]=[CH:31][CH:32]=1)[C:27](Cl)=[O:28], predict the reaction product. The product is: [Cl:23][C:24]1[CH:25]=[C:26]([CH:30]=[CH:31][CH:32]=1)[C:27]([N:9]1[CH2:10][CH2:11][CH2:12][C:6]2([O:1][C:2]3[C:20]4[C:15]([C:14](=[O:21])[C:13](=[O:22])[C:3]=3[S:4][CH2:5]2)=[CH:16][CH:17]=[CH:18][CH:19]=4)[CH2:7][CH2:8]1)=[O:28]. (3) The product is: [CH3:3][C:2]([C:1]([O:6][CH:7]1[C@@:12]2([CH3:23])[C:14]([CH3:15])([CH3:13])[C@H:9]([CH2:10][CH2:11]2)[CH2:8]1)=[O:5])=[CH2:4]. Given the reactants [C:1]([O:6][CH:7]1[CH2:12][CH2:11][CH2:10][CH2:9][CH2:8]1)(=[O:5])[C:2]([CH3:4])=[CH2:3].[C:13](OCC(C)C)(=O)[C:14](C)=[CH2:15].[C:23](O)(=O)CS, predict the reaction product. (4) Given the reactants [NH2:1][C:2]1[S:3][C:4]2[CH2:5][N:6]([C:11]([O:13][C:14]([CH3:17])([CH3:16])[CH3:15])=[O:12])[CH2:7][CH2:8][C:9]=2[N:10]=1.[C:18](Cl)(=[O:20])[CH3:19].O, predict the reaction product. The product is: [C:18]([NH:1][C:2]1[S:3][C:4]2[CH2:5][N:6]([C:11]([O:13][C:14]([CH3:17])([CH3:16])[CH3:15])=[O:12])[CH2:7][CH2:8][C:9]=2[N:10]=1)(=[O:20])[CH3:19]. (5) Given the reactants [CH3:1][N:2]1[C:11]2[C:6](=[CH:7][CH:8]=[C:9]([OH:12])[CH:10]=2)[CH2:5][CH2:4][CH2:3]1.[H-].[Na+].[F:15][C:16]1[CH:21]=[CH:20][CH:19]=[CH:18][C:17]=1[N:22]=[C:23]=[O:24], predict the reaction product. The product is: [F:15][C:16]1[CH:21]=[CH:20][CH:19]=[CH:18][C:17]=1[NH:22][C:23](=[O:24])[O:12][C:9]1[CH:10]=[C:11]2[C:6]([CH2:5][CH2:4][CH2:3][N:2]2[CH3:1])=[CH:7][CH:8]=1. (6) Given the reactants [Cl:1][C:2]1[C:7]([F:8])=[CH:6][CH:5]=[C:4]([F:9])[C:3]=1[C:10]1[S:11](=[O:22])(=[O:21])[NH:12][C:13]2[C:18]([C:19]=1[OH:20])=[N:17][CH:16]=[CH:15][N:14]=2.N1C=CC=CC=1.[CH3:29][C:30]([CH3:35])([CH3:34])[C:31](Cl)=[O:32], predict the reaction product. The product is: [Cl:1][C:2]1[C:7]([F:8])=[CH:6][CH:5]=[C:4]([F:9])[C:3]=1[C:10]1[S:11](=[O:21])(=[O:22])[NH:12][C:13]2[C:18]([C:19]=1[O:20][C:31](=[O:32])[C:30]([CH3:35])([CH3:34])[CH3:29])=[N:17][CH:16]=[CH:15][N:14]=2. (7) Given the reactants [F:1][C:2]1[CH:7]=[CH:6][C:5]([CH:8]([OH:43])[CH2:9][CH2:10][CH:11]([C:29](N2C(C3C=CC=CC=3)COC2=O)=[O:30])[CH:12]([C:21]2[CH:28]=[CH:27][C:24](C#N)=[CH:23][CH:22]=2)[NH:13][C:14]2[CH:19]=[CH:18][C:17]([F:20])=[CH:16][CH:15]=2)=[CH:4][CH:3]=1.O.O.O.[F-].[CH2:48]([N+:52](CCCC)(CCCC)CCCC)CCC.C[Si](C([Si](C)(C)C)C(N)=O)(C)C.C(O)(=O)C, predict the reaction product. The product is: [F:20][C:17]1[CH:18]=[CH:19][C:14]([N:13]2[C:29](=[O:30])[CH:11]([CH2:10][CH2:9][CH:8]([C:5]3[CH:6]=[CH:7][C:2]([F:1])=[CH:3][CH:4]=3)[OH:43])[CH:12]2[C:21]2[CH:28]=[CH:27][CH:24]=[CH:23][C:22]=2[C:48]#[N:52])=[CH:15][CH:16]=1. (8) Given the reactants [F:1][C:2]1[CH:3]=[C:4]2[C:10](B3OC(C)(C)C(C)(C)O3)=[N:9][N:8]([C:20]([C:33]3[CH:38]=[CH:37][CH:36]=[CH:35][CH:34]=3)([C:27]3[CH:32]=[CH:31][CH:30]=[CH:29][CH:28]=3)[C:21]3[CH:26]=[CH:25][CH:24]=[CH:23][CH:22]=3)[C:5]2=[N:6][CH:7]=1.Cl[C:40]1[N:45]=[C:44]([NH:46][C@H:47]2[CH:52]3[CH2:53][CH2:54][CH:49]([CH2:50][CH2:51]3)[C@@H:48]2[C:55]([OH:57])=[O:56])[C:43]([F:58])=[CH:42][CH:41]=1.[O-]P([O-])([O-])=O.[K+].[K+].[K+].CC(C1C=C(C(C)C)C(C2C=CC=CC=2P(C2CCCCC2)C2CCCCC2)=C(C(C)C)C=1)C, predict the reaction product. The product is: [F:58][C:43]1[C:44]([NH:46][C@H:47]2[CH:52]3[CH2:53][CH2:54][CH:49]([CH2:50][CH2:51]3)[C@@H:48]2[C:55]([OH:57])=[O:56])=[N:45][C:40]([C:10]2[C:4]3[C:5](=[N:6][CH:7]=[C:2]([F:1])[CH:3]=3)[N:8]([C:20]([C:21]3[CH:22]=[CH:23][CH:24]=[CH:25][CH:26]=3)([C:27]3[CH:28]=[CH:29][CH:30]=[CH:31][CH:32]=3)[C:33]3[CH:38]=[CH:37][CH:36]=[CH:35][CH:34]=3)[N:9]=2)=[CH:41][CH:42]=1. (9) Given the reactants [O:1]=[C:2]([O:20][CH2:21][CH:22]([O:44][C:45](=[O:63])[CH2:46][CH2:47][CH2:48][CH2:49][CH2:50][CH2:51][CH2:52]/[CH:53]=[CH:54]\[CH2:55][CH2:56][CH2:57][CH2:58][CH2:59][CH2:60][CH2:61][CH3:62])[CH2:23][O:24][C:25](=[O:43])[CH2:26][CH2:27][CH2:28][CH2:29][CH2:30][CH2:31][CH2:32]/[CH:33]=[CH:34]\[CH2:35][CH2:36][CH2:37][CH2:38][CH2:39][CH2:40][CH2:41][CH3:42])[CH2:3][CH2:4][CH2:5][CH2:6][CH2:7][CH2:8][CH2:9]/[CH:10]=[CH:11]\[CH2:12][CH2:13][CH2:14][CH2:15][CH2:16][CH2:17][CH2:18][CH3:19].[Cl-].[Na+], predict the reaction product. The product is: [O:1]=[C:2]([O:20][CH2:21][CH:22]([O:44][C:45](=[O:63])[CH2:46][CH2:47][CH2:48][CH2:49][CH2:50][CH2:51][CH2:52]/[CH:53]=[CH:54]\[CH2:55][CH2:56][CH2:57][CH2:58][CH2:59][CH2:60][CH2:61][CH3:62])[CH2:23][O:24][C:25](=[O:43])[CH2:26][CH2:27][CH2:28][CH2:29][CH2:30][CH2:31][CH2:32]/[CH:33]=[CH:34]\[CH2:35][CH2:36][CH2:37][CH2:38][CH2:39][CH2:40][CH2:41][CH3:42])[CH2:3][CH2:4][CH2:5][CH2:6][CH2:7][CH2:8][CH2:9]/[CH:10]=[CH:11]\[CH2:12][CH2:13][CH2:14][CH2:15][CH2:16][CH2:17][CH2:18][CH3:19].[C:2]([OH:20])(=[O:1])[CH2:3][CH2:4][CH2:5][CH2:6][CH2:7][CH2:8][CH2:9]/[CH:10]=[CH:11]\[CH2:12][CH2:13][CH2:14][CH2:15][CH2:16][CH2:17][CH2:18][CH3:19].